From a dataset of Catalyst prediction with 721,799 reactions and 888 catalyst types from USPTO. Predict which catalyst facilitates the given reaction. Reactant: [Cl:1][C:2]1[CH:7]=[C:6]2[NH:8][C:9](=[O:41])[C:10]3([CH:15]([C:16]4[CH:21]=[C:20]([Cl:22])[CH:19]=[CH:18][C:17]=4[O:23][CH2:24][CH:25]([C:27]([O:29]CC)=[O:28])[CH3:26])[CH2:14][C:13](=[O:32])[NH:12][CH:11]3[C:33]3[CH:38]=[C:37]([F:39])[CH:36]=[CH:35][C:34]=3[F:40])[C:5]2=[CH:4][CH:3]=1.[OH-].[Na+].O. Product: [Cl:1][C:2]1[CH:7]=[C:6]2[NH:8][C:9](=[O:41])[C:10]3([CH:15]([C:16]4[CH:21]=[C:20]([Cl:22])[CH:19]=[CH:18][C:17]=4[O:23][CH2:24][CH:25]([C:27]([OH:29])=[O:28])[CH3:26])[CH2:14][C:13](=[O:32])[NH:12][CH:11]3[C:33]3[CH:38]=[C:37]([F:39])[CH:36]=[CH:35][C:34]=3[F:40])[C:5]2=[CH:4][CH:3]=1. The catalyst class is: 1.